From a dataset of NCI-60 drug combinations with 297,098 pairs across 59 cell lines. Regression. Given two drug SMILES strings and cell line genomic features, predict the synergy score measuring deviation from expected non-interaction effect. (1) Cell line: HL-60(TB). Synergy scores: CSS=76.0, Synergy_ZIP=0.289, Synergy_Bliss=-1.06, Synergy_Loewe=-24.7, Synergy_HSA=-0.822. Drug 2: CN(CC1=CN=C2C(=N1)C(=NC(=N2)N)N)C3=CC=C(C=C3)C(=O)NC(CCC(=O)O)C(=O)O. Drug 1: C1=NC2=C(N1)C(=S)N=C(N2)N. (2) Drug 1: C1CCN(CC1)CCOC2=CC=C(C=C2)C(=O)C3=C(SC4=C3C=CC(=C4)O)C5=CC=C(C=C5)O. Drug 2: C1=NC2=C(N1)C(=S)N=CN2. Cell line: NCIH23. Synergy scores: CSS=8.31, Synergy_ZIP=-1.38, Synergy_Bliss=1.54, Synergy_Loewe=-5.80, Synergy_HSA=-2.13. (3) Cell line: MDA-MB-435. Drug 1: CC12CCC(CC1=CCC3C2CCC4(C3CC=C4C5=CN=CC=C5)C)O. Drug 2: COCCOC1=C(C=C2C(=C1)C(=NC=N2)NC3=CC=CC(=C3)C#C)OCCOC.Cl. Synergy scores: CSS=13.5, Synergy_ZIP=0.744, Synergy_Bliss=6.42, Synergy_Loewe=2.78, Synergy_HSA=3.48. (4) Drug 1: CC=C1C(=O)NC(C(=O)OC2CC(=O)NC(C(=O)NC(CSSCCC=C2)C(=O)N1)C(C)C)C(C)C. Drug 2: C1=CC=C(C(=C1)C(C2=CC=C(C=C2)Cl)C(Cl)Cl)Cl. Cell line: M14. Synergy scores: CSS=7.70, Synergy_ZIP=1.56, Synergy_Bliss=-2.24, Synergy_Loewe=-49.7, Synergy_HSA=-6.46. (5) Drug 1: CC1=C(C(CCC1)(C)C)C=CC(=CC=CC(=CC(=O)O)C)C. Drug 2: C(=O)(N)NO. Cell line: COLO 205. Synergy scores: CSS=1.25, Synergy_ZIP=-0.981, Synergy_Bliss=-2.97, Synergy_Loewe=-0.673, Synergy_HSA=-4.43. (6) Drug 1: CCC1(CC2CC(C3=C(CCN(C2)C1)C4=CC=CC=C4N3)(C5=C(C=C6C(=C5)C78CCN9C7C(C=CC9)(C(C(C8N6C=O)(C(=O)OC)O)OC(=O)C)CC)OC)C(=O)OC)O.OS(=O)(=O)O. Drug 2: C(CCl)NC(=O)N(CCCl)N=O. Cell line: A498. Synergy scores: CSS=-0.238, Synergy_ZIP=0.265, Synergy_Bliss=-1.16, Synergy_Loewe=-0.279, Synergy_HSA=-2.66.